This data is from Full USPTO retrosynthesis dataset with 1.9M reactions from patents (1976-2016). The task is: Predict the reactants needed to synthesize the given product. Given the product [CH3:22][C:16]1[CH:15]=[C:14]([C:11]2[N:10]=[C:9]([C:6]3[S:7][CH:8]=[C:4]4[CH2:3][C:2]([CH3:25])([CH3:1])[CH2:24][CH2:23][C:5]=34)[O:13][N:12]=2)[CH:19]=[C:18]([CH3:20])[C:17]=1[O:21][CH2:28][CH:30]1[CH2:31][O:32]1, predict the reactants needed to synthesize it. The reactants are: [CH3:1][C:2]1([CH3:25])[CH2:24][CH2:23][C:5]2=[C:6]([C:9]3[O:13][N:12]=[C:11]([C:14]4[CH:19]=[C:18]([CH3:20])[C:17]([OH:21])=[C:16]([CH3:22])[CH:15]=4)[N:10]=3)[S:7][CH:8]=[C:4]2[CH2:3]1.[OH-].[Na+].[CH2:28]([CH:30]1[O:32][CH2:31]1)Cl.